From a dataset of Forward reaction prediction with 1.9M reactions from USPTO patents (1976-2016). Predict the product of the given reaction. (1) Given the reactants C(NC(C)C)(C)C.C([Li])CCC.[Cl:13][C:14]1[N:15]=[C:16]([Cl:29])[C:17]2[C:22]([C:23]3[CH:28]=[CH:27][CH:26]=[CH:25][CH:24]=3)=[CH:21][S:20][C:18]=2[N:19]=1.Cl[C:31]([O:33][CH3:34])=[O:32], predict the reaction product. The product is: [Cl:13][C:14]1[N:15]=[C:16]([Cl:29])[C:17]2[C:22]([C:23]3[CH:28]=[CH:27][CH:26]=[CH:25][CH:24]=3)=[C:21]([C:31]([O:33][CH3:34])=[O:32])[S:20][C:18]=2[N:19]=1. (2) Given the reactants C(Cl)(=O)C(Cl)=O.[CH2:7]([O:9][C:10]([C@@:12]1([CH3:18])[CH2:14][C@@H:13]1[C:15]([OH:17])=O)=[O:11])[CH3:8].CN(C=O)C.[Cl:24][C:25]1[CH:26]=[C:27]([Sn](C)(C)C)[CH:28]=[CH:29][C:30]=1[Cl:31], predict the reaction product. The product is: [Cl:24][C:25]1[CH:26]=[C:27]([CH:28]=[CH:29][C:30]=1[Cl:31])[C:15]([C@H:13]1[CH2:14][C@:12]1([CH3:18])[C:10]([O:9][CH2:7][CH3:8])=[O:11])=[O:17]. (3) Given the reactants CN(C)C=O.Br[C:7]1[CH:12]=[CH:11][C:10]([C:13]2[N:14]([CH2:22][O:23][CH2:24][CH2:25][Si:26]([CH3:29])([CH3:28])[CH3:27])[CH:15]=[C:16]([C:18]([F:21])([F:20])[F:19])[N:17]=2)=[C:9]([F:30])[CH:8]=1.[CH3:31][C:32]([CH3:55])([CH2:37][O:38][C:39]1[CH:44]=[C:43]([CH3:45])[C:42](B2OC(C)(C)C(C)(C)O2)=[CH:41][N:40]=1)[C:33]([O:35][CH3:36])=[O:34].C(=O)([O-])[O-].[Na+].[Na+], predict the reaction product. The product is: [F:30][C:9]1[CH:8]=[C:7]([C:42]2[C:43]([CH3:45])=[CH:44][C:39]([O:38][CH2:37][C:32]([CH3:31])([CH3:55])[C:33]([O:35][CH3:36])=[O:34])=[N:40][CH:41]=2)[CH:12]=[CH:11][C:10]=1[C:13]1[N:14]([CH2:22][O:23][CH2:24][CH2:25][Si:26]([CH3:29])([CH3:28])[CH3:27])[CH:15]=[C:16]([C:18]([F:21])([F:20])[F:19])[N:17]=1. (4) Given the reactants BrC1C(N2CCN(C(NC3C=CC=CC=3)=O)CC2)=C2N=C(C3C=CC(N(C)C)=CC=3)NC2=NC=1.[Br:35][C:36]1[C:37]([N:46]2[CH2:51][CH2:50][N:49]([CH2:52][C:53]3[CH:54]=[N:55][C:56]([O:59][CH3:60])=[CH:57][CH:58]=3)[CH2:48][CH2:47]2)=[C:38]([N+:43]([O-])=O)[C:39]([NH2:42])=[N:40][CH:41]=1.[O-]S(S([O-])=O)=O.[Na+].[Na+].[CH3:69][O:70][C:71]1[CH:76]=[CH:75][C:74]([CH:77]=O)=[CH:73][CH:72]=1, predict the reaction product. The product is: [Br:35][C:36]1[C:37]([N:46]2[CH2:51][CH2:50][N:49]([CH2:52][C:53]3[CH:54]=[N:55][C:56]([O:59][CH3:60])=[CH:57][CH:58]=3)[CH2:48][CH2:47]2)=[C:38]2[N:43]=[C:77]([C:74]3[CH:75]=[CH:76][C:71]([O:70][CH3:69])=[CH:72][CH:73]=3)[NH:42][C:39]2=[N:40][CH:41]=1. (5) Given the reactants [OH-].[K+].[Br:3][C:4]1[CH:5]=[C:6]2[C:10](=[CH:11][CH:12]=1)[N:9]([S:13]([C:16]1[CH:28]=[CH:27][C:19]([O:20][CH2:21][C:22]([O:24]CC)=[O:23])=[C:18]([CH3:29])[CH:17]=1)(=[O:15])=[O:14])[CH2:8][CH2:7]2, predict the reaction product. The product is: [Br:3][C:4]1[CH:5]=[C:6]2[C:10](=[CH:11][CH:12]=1)[N:9]([S:13]([C:16]1[CH:28]=[CH:27][C:19]([O:20][CH2:21][C:22]([OH:24])=[O:23])=[C:18]([CH3:29])[CH:17]=1)(=[O:15])=[O:14])[CH2:8][CH2:7]2. (6) Given the reactants [C:1]([O:5][C:6]([N:8]1[CH2:13][CH2:12][N:11]2[CH2:14][C@H:15]([CH2:18]O)[CH2:16][CH2:17][C@@H:10]2[CH2:9]1)=[O:7])([CH3:4])([CH3:3])[CH3:2].S([O-])(=O)(=O)C.[N-]=[N+:26]=[N-:27].[O:28]1[CH:32]=[CH:31][CH:30]=[C:29]1[C:33]1[N:46]=[C:36]2[N:37]=[C:38](S(C)(=O)=O)[N:39]=[C:40]([NH2:41])[N:35]2N=1, predict the reaction product. The product is: [C:1]([O:5][C:6]([N:8]1[CH2:13][CH2:12][N:11]2[CH2:14][C@H:15]([CH2:18][NH:41][C:40]3[N:39]=[C:38]([NH2:37])[N:27]4[N:26]=[C:33]([C:29]5[O:28][CH:32]=[CH:31][CH:30]=5)[N:46]=[C:36]4[N:35]=3)[CH2:16][CH2:17][C@@H:10]2[CH2:9]1)=[O:7])([CH3:2])([CH3:3])[CH3:4]. (7) Given the reactants [Br:1][C:2]1[CH:7]=[CH:6][C:5]([C:8](=O)[C:9]([F:12])([F:11])[F:10])=[CH:4][CH:3]=1.Cl.[CH3:15][S:16][CH2:17][C@@H:18]([C:20]([O:22]C)=[O:21])[NH2:19].C[O-].[K+].[BH4-].[Na+].Cl, predict the reaction product. The product is: [Br:1][C:2]1[CH:7]=[CH:6][C:5]([C@H:8]([NH:19][C@H:18]([C:20]([OH:22])=[O:21])[CH2:17][S:16][CH3:15])[C:9]([F:12])([F:11])[F:10])=[CH:4][CH:3]=1. (8) Given the reactants [Si:1]([O:8][CH2:9][CH2:10][CH2:11][C:12]([OH:14])=O)([C:4]([CH3:7])([CH3:6])[CH3:5])([CH3:3])[CH3:2].CCN(C(C)C)C(C)C.C1C=CC2N(O)N=NC=2C=1.Cl.[CH:35]([C:38]1[CH:43]=[CH:42][C:41]([NH:44][NH2:45])=[CH:40][CH:39]=1)([CH3:37])[CH3:36], predict the reaction product. The product is: [CH:35]([C:38]1[CH:43]=[CH:42][C:41]([NH:44][NH:45][C:12](=[O:14])[CH2:11][CH2:10][CH2:9][O:8][Si:1]([C:4]([CH3:5])([CH3:6])[CH3:7])([CH3:2])[CH3:3])=[CH:40][CH:39]=1)([CH3:37])[CH3:36].